Dataset: NCI-60 drug combinations with 297,098 pairs across 59 cell lines. Task: Regression. Given two drug SMILES strings and cell line genomic features, predict the synergy score measuring deviation from expected non-interaction effect. (1) Drug 1: C1CCC(C1)C(CC#N)N2C=C(C=N2)C3=C4C=CNC4=NC=N3. Drug 2: C1=CC(=CC=C1CCCC(=O)O)N(CCCl)CCCl. Cell line: RXF 393. Synergy scores: CSS=21.2, Synergy_ZIP=0.662, Synergy_Bliss=10.3, Synergy_Loewe=7.88, Synergy_HSA=10.6. (2) Drug 1: C1CCC(C(C1)N)N.C(=O)(C(=O)[O-])[O-].[Pt+4]. Drug 2: C(CN)CNCCSP(=O)(O)O. Cell line: SR. Synergy scores: CSS=45.5, Synergy_ZIP=2.22, Synergy_Bliss=3.11, Synergy_Loewe=-40.2, Synergy_HSA=-0.276. (3) Drug 1: COC1=C(C=C2C(=C1)N=CN=C2NC3=CC(=C(C=C3)F)Cl)OCCCN4CCOCC4. Drug 2: C1=CC(=CC=C1CCCC(=O)O)N(CCCl)CCCl. Cell line: HCT-15. Synergy scores: CSS=35.7, Synergy_ZIP=-5.55, Synergy_Bliss=-2.64, Synergy_Loewe=-8.99, Synergy_HSA=1.64. (4) Drug 1: CCC1(CC2CC(C3=C(CCN(C2)C1)C4=CC=CC=C4N3)(C5=C(C=C6C(=C5)C78CCN9C7C(C=CC9)(C(C(C8N6C)(C(=O)OC)O)OC(=O)C)CC)OC)C(=O)OC)O.OS(=O)(=O)O. Drug 2: C1=NC2=C(N1)C(=S)N=CN2. Cell line: RXF 393. Synergy scores: CSS=30.9, Synergy_ZIP=-7.33, Synergy_Bliss=-2.43, Synergy_Loewe=-1.80, Synergy_HSA=-0.338. (5) Drug 2: CC(C)(C#N)C1=CC(=CC(=C1)CN2C=NC=N2)C(C)(C)C#N. Synergy scores: CSS=2.53, Synergy_ZIP=-0.131, Synergy_Bliss=0.732, Synergy_Loewe=-0.744, Synergy_HSA=-0.628. Drug 1: CCC(=C(C1=CC=CC=C1)C2=CC=C(C=C2)OCCN(C)C)C3=CC=CC=C3.C(C(=O)O)C(CC(=O)O)(C(=O)O)O. Cell line: OVCAR-8. (6) Drug 1: CC1=CC2C(CCC3(C2CCC3(C(=O)C)OC(=O)C)C)C4(C1=CC(=O)CC4)C. Drug 2: CC(C)NC(=O)C1=CC=C(C=C1)CNNC.Cl. Cell line: K-562. Synergy scores: CSS=2.07, Synergy_ZIP=-1.53, Synergy_Bliss=-2.80, Synergy_Loewe=-6.03, Synergy_HSA=-5.81. (7) Cell line: HCT116. Drug 2: CC1=CC=C(C=C1)C2=CC(=NN2C3=CC=C(C=C3)S(=O)(=O)N)C(F)(F)F. Synergy scores: CSS=19.9, Synergy_ZIP=7.83, Synergy_Bliss=9.73, Synergy_Loewe=12.3, Synergy_HSA=11.8. Drug 1: CN(C)N=NC1=C(NC=N1)C(=O)N.